The task is: Predict the product of the given reaction.. This data is from Forward reaction prediction with 1.9M reactions from USPTO patents (1976-2016). (1) Given the reactants [Br:1][C:2]1[CH:20]=[CH:19][C:5]([CH2:6][NH:7][C:8](=[O:18])[C:9]2[CH:14]=[C:13]([CH3:15])[C:12]([F:16])=[CH:11][C:10]=2[OH:17])=[C:4]([F:21])[CH:3]=1.C([O-])([O-])=O.[K+].[K+].[CH2:28]([O:30][C:31](=[O:34])[CH2:32]Br)[CH3:29], predict the reaction product. The product is: [CH2:28]([O:30][C:31](=[O:34])[CH2:32][O:17][C:10]1[CH:11]=[C:12]([F:16])[C:13]([CH3:15])=[CH:14][C:9]=1[C:8](=[O:18])[NH:7][CH2:6][C:5]1[CH:19]=[CH:20][C:2]([Br:1])=[CH:3][C:4]=1[F:21])[CH3:29]. (2) Given the reactants [N:1]([CH2:4][CH2:5][C:6]([CH3:11])([CH3:10])[CH2:7][CH:8]=[CH2:9])=[C:2]=[O:3].[NH2:12][C@@H:13]([C:18]([CH3:21])([CH3:20])[CH3:19])[C:14]([O:16][CH3:17])=[O:15], predict the reaction product. The product is: [CH3:10][C:6]([CH3:11])([CH2:7][CH:8]=[CH2:9])[CH2:5][CH2:4][NH:1][C:2](=[O:3])[NH:12][C@@H:13]([C:18]([CH3:21])([CH3:20])[CH3:19])[C:14]([O:16][CH3:17])=[O:15]. (3) Given the reactants [O:1]1[CH2:6][CH:5]=[C:4]([C:7]2[CH:12]=[CH:11][C:10]([N:13]3[CH2:17][C@H:16]([C:18]([NH2:20])=[O:19])[O:15][C:14]3=[O:21])=[CH:9][C:8]=2[F:22])[CH2:3][CH2:2]1.[H][H], predict the reaction product. The product is: [O:1]1[CH2:6][CH2:5][CH:4]([C:7]2[CH:12]=[CH:11][C:10]([N:13]3[CH2:17][C@H:16]([C:18]([NH2:20])=[O:19])[O:15][C:14]3=[O:21])=[CH:9][C:8]=2[F:22])[CH2:3][CH2:2]1. (4) The product is: [O:4]1[CH:35]=[N:2][N:1]=[C:3]1[C:5]1[CH:10]=[CH:9][N:8]2[C:11]3[CH2:17][C@H:16]([NH:18][C:19](=[O:25])[O:20][C:21]([CH3:22])([CH3:23])[CH3:24])[C@@H:15]([C:26]4[CH:31]=[C:30]([F:32])[C:29]([F:33])=[CH:28][C:27]=4[F:34])[CH2:14][C:12]=3[N:13]=[C:7]2[CH:6]=1. Given the reactants [NH:1]([C:3]([C:5]1[CH:10]=[CH:9][N:8]2[C:11]3[CH2:17][C@H:16]([NH:18][C:19](=[O:25])[O:20][C:21]([CH3:24])([CH3:23])[CH3:22])[C@@H:15]([C:26]4[CH:31]=[C:30]([F:32])[C:29]([F:33])=[CH:28][C:27]=4[F:34])[CH2:14][C:12]=3[N:13]=[C:7]2[CH:6]=1)=[O:4])[NH2:2].[CH3:35]C1C=CC(S(O)(=O)=O)=CC=1.O, predict the reaction product. (5) Given the reactants [F:1][C:2]([F:18])([F:17])[C:3]1[CH:4]=[CH:5][C:6]([C:9]2[CH:10]=[C:11]([CH:14]=[CH:15][CH:16]=2)[CH2:12][NH2:13])=[N:7][CH:8]=1.[F:19][C:20]1[CH:25]=[CH:24][C:23]([S:26]([N:29]([CH2:33][C:34](O)=[O:35])[CH:30]([CH3:32])[CH3:31])(=[O:28])=[O:27])=[CH:22][CH:21]=1.CN(C(ON1N=NC2C=CC=NC1=2)=[N+](C)C)C.F[P-](F)(F)(F)(F)F.C(N(CC)C(C)C)(C)C.OS([O-])(=O)=O.[K+], predict the reaction product. The product is: [F:19][C:20]1[CH:21]=[CH:22][C:23]([S:26]([N:29]([CH:30]([CH3:32])[CH3:31])[CH2:33][C:34]([NH:13][CH2:12][C:11]2[CH:14]=[CH:15][CH:16]=[C:9]([C:6]3[CH:5]=[CH:4][C:3]([C:2]([F:17])([F:1])[F:18])=[CH:8][N:7]=3)[CH:10]=2)=[O:35])(=[O:27])=[O:28])=[CH:24][CH:25]=1. (6) Given the reactants [Br:1][C:2]1[CH:3]=[C:4]([N+:9]([O-])=O)[C:5]([Cl:8])=[N:6][CH:7]=1.[OH-].[Na+], predict the reaction product. The product is: [Br:1][C:2]1[CH:3]=[C:4]([NH2:9])[C:5]([Cl:8])=[N:6][CH:7]=1. (7) The product is: [Cl:15][C:12]1[CH:13]=[CH:14][C:9]([O:8][CH2:7][C:1]2[CH:6]=[CH:5][CH:4]=[CH:3][CH:2]=2)=[C:10]([C:16]2[CH:21]=[CH:20][CH:19]=[CH:18][C:17]=2[B:28]([OH:33])[OH:29])[CH:11]=1. Given the reactants [C:1]1([CH2:7][O:8][C:9]2[C:10]([C:16]3[CH:21]=[CH:20][CH:19]=[CH:18][C:17]=3Br)=[CH:11][C:12]([Cl:15])=[CH:13][CH:14]=2)[CH:6]=[CH:5][CH:4]=[CH:3][CH:2]=1.[Li]CCCC.[B:28](OC(C)C)([O:33]C(C)C)[O:29]C(C)C.Cl, predict the reaction product. (8) The product is: [CH3:23][N:19]1[C:20]2[C:15](=[CH:14][C:13]([O:12][CH2:11][CH2:10][NH:9][CH2:7][C:3]3[CH:2]=[N:1][CH:6]=[CH:5][CH:4]=3)=[CH:22][CH:21]=2)[CH:16]=[CH:17][C:18]1=[O:24]. Given the reactants [N:1]1[CH:6]=[CH:5][CH:4]=[C:3]([CH:7]=O)[CH:2]=1.[NH2:9][CH2:10][CH2:11][O:12][C:13]1[CH:14]=[C:15]2[C:20](=[CH:21][CH:22]=1)[N:19]([CH3:23])[C:18](=[O:24])[CH:17]=[CH:16]2.[BH4-].[Na+], predict the reaction product. (9) Given the reactants [H-].[Al+3].[Li+].[H-].[H-].[H-].[CH2:7]([C:10]1([CH2:13][C:14](OCC)=[O:15])[CH2:12][CH2:11]1)[CH:8]=[CH2:9], predict the reaction product. The product is: [CH2:7]([C:10]1([CH2:13][CH2:14][OH:15])[CH2:12][CH2:11]1)[CH:8]=[CH2:9].